This data is from Full USPTO retrosynthesis dataset with 1.9M reactions from patents (1976-2016). The task is: Predict the reactants needed to synthesize the given product. The reactants are: C[N:2]([C:4]1[C:9]([C:10]2[C:15](P(C3CCCCC3)C3CCCCC3)=[CH:14]C=CC=2)=CC=C[CH:5]=1)C.CC(C)([O-])C.[Na+].BrC1C=CC=C(C)N=1.[NH2:43][C@H:44]1[C:53]2[C:48](=[CH:49][CH:50]=[C:51]([N:54]3[CH2:59][CH2:58][O:57][CH2:56][CH2:55]3)[CH:52]=2)[N:47]([C:60](=[O:62])[CH3:61])[C@@H:46]([CH:63]2[CH2:65][CH2:64]2)[C@@H:45]1[CH3:66]. Given the product [CH:63]1([C@H:46]2[C@H:45]([CH3:66])[C@@H:44]([NH:43][C:14]3[CH:15]=[CH:10][CH:9]=[C:4]([CH3:5])[N:2]=3)[C:53]3[C:48](=[CH:49][CH:50]=[C:51]([N:54]4[CH2:55][CH2:56][O:57][CH2:58][CH2:59]4)[CH:52]=3)[N:47]2[C:60](=[O:62])[CH3:61])[CH2:65][CH2:64]1, predict the reactants needed to synthesize it.